From a dataset of Catalyst prediction with 721,799 reactions and 888 catalyst types from USPTO. Predict which catalyst facilitates the given reaction. (1) Reactant: [F:1][C:2]([F:30])([CH2:28][OH:29])[CH2:3][N:4]1[C:8]([C:9]2[CH:14]=[CH:13][C:12]([F:15])=[CH:11][CH:10]=2)=[C:7]([C:16]2[CH:17]=[CH:18][C:19]3[O:24][CH2:23][C:22](=[O:25])[NH:21][C:20]=3[CH:26]=2)[C:6]([CH3:27])=[N:5]1.[N:31]1[CH:36]=[CH:35][CH:34]=[C:33]([C:37](O)=[O:38])[CH:32]=1.Cl.CN(C)CCCN=C=NCC. Product: [N:31]1[CH:36]=[CH:35][CH:34]=[C:33]([C:37]([O:29][CH2:28][C:2]([F:1])([F:30])[CH2:3][N:4]2[C:8]([C:9]3[CH:10]=[CH:11][C:12]([F:15])=[CH:13][CH:14]=3)=[C:7]([C:16]3[CH:17]=[CH:18][C:19]4[O:24][CH2:23][C:22](=[O:25])[NH:21][C:20]=4[CH:26]=3)[C:6]([CH3:27])=[N:5]2)=[O:38])[CH:32]=1. The catalyst class is: 17. (2) Reactant: O[C:2]1[CH:9]=[CH:8][C:5]([CH:6]=[O:7])=[CH:4][CH:3]=1.C(C1C=C[C:21]([C:22]([OH:24])=[O:23])=CC=1)(=O)C1C=CC=CC=1.Cl.CN(C)CCCN=C=NCC.C([C:47]1[CH:63]=[CH:62][C:50]([C:51]([O:53][C:54]2[CH:59]=[CH:58][C:57]([CH:60]=O)=[CH:56][CH:55]=2)=[O:52])=[CH:49][CH:48]=1)(=O)C1C=CC=CC=1.C(O)(=O)CC(O)=O.N1C=CC=CC=1.N1CCCCC1.Cl. Product: [C:6]([C:47]1[CH:48]=[CH:49][C:50]([C:51]([O:53][C:54]2[CH:55]=[CH:56][C:57](/[CH:60]=[CH:21]/[C:22]([OH:24])=[O:23])=[CH:58][CH:59]=2)=[O:52])=[CH:62][CH:63]=1)(=[O:7])[C:5]1[CH:8]=[CH:9][CH:2]=[CH:3][CH:4]=1. The catalyst class is: 119. (3) Reactant: [CH2:1]([O:3][C:4]([CH:6]1[CH2:11][CH2:10][CH2:9][N:8]([CH:12]2[CH2:17][CH2:16][N:15](C(OC(C)(C)C)=O)[CH2:14][CH2:13]2)[CH2:7]1)=[O:5])[CH3:2].[ClH:25].O. Product: [ClH:25].[ClH:25].[CH2:1]([O:3][C:4]([C@@H:6]1[CH2:11][CH2:10][CH2:9][N:8]([CH:12]2[CH2:13][CH2:14][NH:15][CH2:16][CH2:17]2)[CH2:7]1)=[O:5])[CH3:2]. The catalyst class is: 13. (4) Reactant: [CH:1](NC(C)C)(C)C.C(=O)=O.CC(C)=O.[Li]CCCC.[C:20]1([C:26]23[CH2:33][CH2:32][C:29]([CH2:34][C:35]([O:37][CH3:38])=[O:36])([CH2:30][CH2:31]2)[CH2:28][CH2:27]3)[CH:25]=[CH:24][CH:23]=[CH:22][CH:21]=1.CI.[Cl-].[NH4+]. The catalyst class is: 1. Product: [C:20]1([C:26]23[CH2:27][CH2:28][C:29]([CH:34]([CH3:1])[C:35]([O:37][CH3:38])=[O:36])([CH2:32][CH2:33]2)[CH2:30][CH2:31]3)[CH:21]=[CH:22][CH:23]=[CH:24][CH:25]=1. (5) Reactant: [CH2:1]([NH:8][C:9]1[C:18]2[C:13](=[CH:14][CH:15]=[CH:16][CH:17]=2)[N:12]=[C:11]([N:19]2[CH2:24][CH2:23][N:22](C(OC(C)(C)C)=O)[CH2:21][CH2:20]2)[N:10]=1)[C:2]1[CH:7]=[CH:6][CH:5]=[CH:4][CH:3]=1.C(O)(C(F)(F)F)=O. Product: [CH2:1]([NH:8][C:9]1[C:18]2[C:13](=[CH:14][CH:15]=[CH:16][CH:17]=2)[N:12]=[C:11]([N:19]2[CH2:24][CH2:23][NH:22][CH2:21][CH2:20]2)[N:10]=1)[C:2]1[CH:3]=[CH:4][CH:5]=[CH:6][CH:7]=1. The catalyst class is: 2. (6) Reactant: [CH:1]1([NH:6][C:7]([N:9]2[C:17]3[C:12](=[CH:13][C:14]([O:18][C:19]4[CH:24]=[CH:23][N:22]=[C:21]([N:25]([C:35]([O:37]C5C=CC=CC=5)=O)C(=O)OC5C=CC=CC=5)[CH:20]=4)=[CH:15][CH:16]=3)[CH:11]=[CH:10]2)=[O:8])[CH2:5][CH2:4][CH2:3][CH2:2]1.[NH:44]1[CH2:49][CH2:48][O:47][CH2:46][CH2:45]1. Product: [CH:1]1([NH:6][C:7]([N:9]2[C:17]3[C:12](=[CH:13][C:14]([O:18][C:19]4[CH:24]=[CH:23][N:22]=[C:21]([NH:25][C:35]([N:44]5[CH2:49][CH2:48][O:47][CH2:46][CH2:45]5)=[O:37])[CH:20]=4)=[CH:15][CH:16]=3)[CH:11]=[CH:10]2)=[O:8])[CH2:2][CH2:3][CH2:4][CH2:5]1. The catalyst class is: 9.